Predict the reactants needed to synthesize the given product. From a dataset of Full USPTO retrosynthesis dataset with 1.9M reactions from patents (1976-2016). (1) Given the product [F:21][CH:22]1[CH2:27][CH2:26][N:25]([C:3]2[CH:8]=[CH:7][C:6]([C:9]3[N:10]=[C:11]4[CH:16]=[C:15]([NH:17][CH3:18])[CH:14]=[CH:13][N:12]4[CH:19]=3)=[CH:5][CH:4]=2)[CH2:24][CH2:23]1, predict the reactants needed to synthesize it. The reactants are: Cl.Br[C:3]1[CH:8]=[CH:7][C:6]([C:9]2[N:10]=[C:11]3[CH:16]=[C:15]([NH:17][CH3:18])[CH:14]=[CH:13][N:12]3[CH:19]=2)=[CH:5][CH:4]=1.Cl.[F:21][CH:22]1[CH2:27][CH2:26][NH:25][CH2:24][CH2:23]1. (2) Given the product [F:1][C:2]1[CH:7]=[CH:6][C:5]([N:8]2[CH2:9][CH2:10][N:11]([C:14]3[N:19]=[C:18]([CH3:20])[N:17]=[C:16]([O:21][CH2:35][CH2:36][OH:37])[C:15]=3[N+:22]([O-:24])=[O:23])[CH2:12][CH2:13]2)=[CH:4][CH:3]=1, predict the reactants needed to synthesize it. The reactants are: [F:1][C:2]1[CH:7]=[CH:6][C:5]([N:8]2[CH2:13][CH2:12][N:11]([C:14]3[N:19]=[C:18]([CH3:20])[NH:17][C:16](=[O:21])[C:15]=3[N+:22]([O-:24])=[O:23])[CH2:10][CH2:9]2)=[CH:4][CH:3]=1.C(N(C(C)C)C(C)C)C.Br[CH2:35][CH2:36][OH:37].C(=O)([O-])[O-].[K+].[K+]. (3) Given the product [Cl:27][C:28]1[N:33]=[CH:32][C:31]([N:34]([CH3:35])[C:2]2[CH:7]=[CH:6][N:5]=[C:4]([NH:8][C:9]3[CH:14]=[C:13]([N:15]4[CH2:16][CH2:17][O:18][CH2:19][CH2:20]4)[CH:12]=[C:11]([N:21]4[CH2:22][CH2:23][O:24][CH2:25][CH2:26]4)[CH:10]=3)[N:3]=2)=[CH:30][CH:29]=1, predict the reactants needed to synthesize it. The reactants are: Cl[C:2]1[CH:7]=[CH:6][N:5]=[C:4]([NH:8][C:9]2[CH:14]=[C:13]([N:15]3[CH2:20][CH2:19][O:18][CH2:17][CH2:16]3)[CH:12]=[C:11]([N:21]3[CH2:26][CH2:25][O:24][CH2:23][CH2:22]3)[CH:10]=2)[N:3]=1.[Cl:27][C:28]1[N:33]=[CH:32][C:31]([NH:34][CH3:35])=[CH:30][CH:29]=1.Cl.O1CCOCC1. (4) Given the product [N:56]1([CH2:62][CH2:63][NH:64][C:30]([C:26]2[C:25]([CH3:33])=[C:24](/[CH:23]=[C:16]3\[C:17](=[O:22])[NH:18][C:19]4[C:15]\3=[CH:14][C:13]([S:10]([CH2:9][C:3]3[C:2]([Cl:1])=[CH:7][CH:6]=[CH:5][C:4]=3[Cl:8])(=[O:11])=[O:12])=[CH:21][CH:20]=4)[NH:28][C:27]=2[CH3:29])=[O:32])[CH2:61][CH2:60][O:59][CH2:58][CH2:57]1, predict the reactants needed to synthesize it. The reactants are: [Cl:1][C:2]1[CH:7]=[CH:6][CH:5]=[C:4]([Cl:8])[C:3]=1[CH2:9][S:10]([C:13]1[CH:14]=[C:15]2[C:19](=[CH:20][CH:21]=1)[NH:18][C:17](=[O:22])/[C:16]/2=[CH:23]\[C:24]1[NH:28][C:27]([CH3:29])=[C:26]([C:30]([OH:32])=O)[C:25]=1[CH3:33])(=[O:12])=[O:11].C1C=CC2N(O)N=NC=2C=1.CCN=C=NCCCN(C)C.Cl.[N:56]1([CH2:62][CH2:63][NH2:64])[CH2:61][CH2:60][O:59][CH2:58][CH2:57]1. (5) Given the product [C:1]([O:5][C:6]([N:8]1[CH2:15][CH2:14][C@@H:13]2[C@@H:10]([NH:11][CH2:12]2)[CH2:9]1)=[O:7])([CH3:4])([CH3:2])[CH3:3], predict the reactants needed to synthesize it. The reactants are: [C:1]([O:5][C:6]([N:8]1[CH2:15][CH2:14][CH:13]2[CH:10]([N:11]([C@@H](C3C=CC=CC=3)C)[CH2:12]2)[CH2:9]1)=[O:7])([CH3:4])([CH3:3])[CH3:2]. (6) Given the product [F:1][C:2]([F:7])([F:6])[C:3]([OH:5])=[O:4].[OH:20][CH2:19][C@@H:16]1[CH2:17][CH2:18][NH:15]1, predict the reactants needed to synthesize it. The reactants are: [F:1][C:2]([F:7])([F:6])[C:3]([OH:5])=[O:4].C(OC([N:15]1[CH2:18][CH2:17][C@H:16]1[CH2:19][OH:20])=O)(C)(C)C. (7) Given the product [CH2:3]([O:21][CH2:11][CH2:12][CH2:13][CH2:14][CH2:15][CH2:16][CH2:17][CH2:18][CH:19]=[CH2:20])[C:4]1[CH:9]=[CH:8][CH:7]=[CH:6][CH:5]=1, predict the reactants needed to synthesize it. The reactants are: [H-].[Na+].[CH2:3](Br)[C:4]1[CH:9]=[CH:8][CH:7]=[CH:6][CH:5]=1.[CH2:11]([OH:21])[CH2:12][CH2:13][CH2:14][CH2:15][CH2:16][CH2:17][CH2:18][CH:19]=[CH2:20].